Dataset: NCI-60 drug combinations with 297,098 pairs across 59 cell lines. Task: Regression. Given two drug SMILES strings and cell line genomic features, predict the synergy score measuring deviation from expected non-interaction effect. (1) Drug 1: C1C(C(OC1N2C=NC3=C(N=C(N=C32)Cl)N)CO)O. Drug 2: CC1=C2C(C(=O)C3(C(CC4C(C3C(C(C2(C)C)(CC1OC(=O)C(C(C5=CC=CC=C5)NC(=O)OC(C)(C)C)O)O)OC(=O)C6=CC=CC=C6)(CO4)OC(=O)C)O)C)O. Cell line: MOLT-4. Synergy scores: CSS=54.4, Synergy_ZIP=0.0260, Synergy_Bliss=0.146, Synergy_Loewe=-8.37, Synergy_HSA=0.310. (2) Drug 1: C1=C(C(=O)NC(=O)N1)F. Drug 2: C1=CN(C=N1)CC(O)(P(=O)(O)O)P(=O)(O)O. Cell line: DU-145. Synergy scores: CSS=37.5, Synergy_ZIP=-0.192, Synergy_Bliss=-1.04, Synergy_Loewe=-3.62, Synergy_HSA=-0.429.